From a dataset of Catalyst prediction with 721,799 reactions and 888 catalyst types from USPTO. Predict which catalyst facilitates the given reaction. (1) Reactant: C([O:3][C:4]([C:6]1([NH:17][C:18]([C:20]2[C:29]3[CH2:28][CH2:27][CH2:26][CH2:25][C:24]=3[CH:23]=[CH:22][CH:21]=2)=[O:19])[CH2:14][C:13]2[C:8](=[CH:9][C:10]([CH3:16])=[C:11]([CH3:15])[CH:12]=2)[CH2:7]1)=[O:5])C.[OH-].[K+].O. Product: [CH3:15][C:11]1[CH:12]=[C:13]2[C:8](=[CH:9][C:10]=1[CH3:16])[CH2:7][C:6]([NH:17][C:18]([C:20]1[C:29]3[CH2:28][CH2:27][CH2:26][CH2:25][C:24]=3[CH:23]=[CH:22][CH:21]=1)=[O:19])([C:4]([OH:5])=[O:3])[CH2:14]2. The catalyst class is: 14. (2) Reactant: [Br:1][C:2]1[CH:8]=[CH:7][C:5]([NH2:6])=[C:4]([CH3:9])[CH:3]=1.[N:10]([O-])=O.[Na+].[Sn](Cl)Cl.[OH-].[Na+]. Product: [Br:1][C:2]1[CH:8]=[CH:7][C:5]([NH:6][NH2:10])=[C:4]([CH3:9])[CH:3]=1. The catalyst class is: 33. (3) Reactant: [C:1]([C:3]1[N:8]=[CH:7][C:6]([N:9]2[C:16](=[O:17])[C:12]3([CH2:15][CH2:14][CH2:13]3)[N:11]([C:18]3[CH:28]=[CH:27][C:21]([C:22]([O:24]CC)=[O:23])=[C:20]([F:29])[CH:19]=3)[C:10]2=[S:30])=[CH:5][C:4]=1[C:31]([F:34])([F:33])[F:32])#[N:2].[OH-].[Na+].Cl. Product: [C:1]([C:3]1[N:8]=[CH:7][C:6]([N:9]2[C:16](=[O:17])[C:12]3([CH2:15][CH2:14][CH2:13]3)[N:11]([C:18]3[CH:28]=[CH:27][C:21]([C:22]([OH:24])=[O:23])=[C:20]([F:29])[CH:19]=3)[C:10]2=[S:30])=[CH:5][C:4]=1[C:31]([F:34])([F:32])[F:33])#[N:2]. The catalyst class is: 5. (4) Reactant: CC(OC(/N=N/C(OC(C)C)=O)=O)C.C[O:16][C:17](=[O:24])[C@@H:18]1[C@H:22](O)[CH2:21][CH2:20][NH:19]1.C1(P(C2C=CC=CC=2)C2C=CC=CC=2)C=CC=CC=1.C1(P([N:58]=[N+:59]=[N-:60])(C2C=CC=CC=2)=O)C=CC=CC=1. Product: [N:58]([C@H:22]1[CH2:21][CH2:20][NH:19][C@@H:18]1[C:17]([OH:16])=[O:24])=[N+:59]=[N-:60]. The catalyst class is: 1. (5) Reactant: [CH2:1]([O:3][C:4]([CH2:6][N:7]1[CH:11]=[C:10](/[CH:12]=[C:13]2\[CH2:14][N:15]([C:20]([C:33]3[CH:38]=[CH:37][CH:36]=[CH:35][CH:34]=3)([C:27]3[CH:32]=[CH:31][CH:30]=[CH:29][CH:28]=3)[C:21]3[CH:26]=[CH:25][CH:24]=[CH:23][CH:22]=3)[CH2:16][CH2:17][C:18]\2=[O:19])[CH:9]=[N:8]1)=[O:5])[CH3:2].[BH4-].[Na+].[Cl-].[NH4+]. Product: [CH2:1]([O:3][C:4]([CH2:6][N:7]1[CH:11]=[C:10](/[CH:12]=[C:13]2\[CH2:14][N:15]([C:20]([C:21]3[CH:26]=[CH:25][CH:24]=[CH:23][CH:22]=3)([C:33]3[CH:38]=[CH:37][CH:36]=[CH:35][CH:34]=3)[C:27]3[CH:28]=[CH:29][CH:30]=[CH:31][CH:32]=3)[CH2:16][CH2:17][CH:18]\2[OH:19])[CH:9]=[N:8]1)=[O:5])[CH3:2]. The catalyst class is: 8. (6) Reactant: [CH3:1][O:2][C:3]1[CH:4]=[C:5]([C@@H:11]2[C@H:16]([NH2:17])[CH2:15][CH:14]=[CH:13][CH2:12]2)[CH:6]=[CH:7][C:8]=1[O:9][CH3:10].[CH:18]1([CH2:21][O:22][C:23]2[CH:24]=[C:25]([CH:29]=[CH:30][C:31]=2[O:32][CH2:33][CH:34]2[CH2:36][CH2:35]2)[C:26](Cl)=[O:27])[CH2:20][CH2:19]1. Product: [CH:18]1([CH2:21][O:22][C:23]2[CH:24]=[C:25]([CH:29]=[CH:30][C:31]=2[O:32][CH2:33][CH:34]2[CH2:36][CH2:35]2)[C:26]([NH:17][C@H:16]2[C@@H:11]([C:5]3[CH:6]=[CH:7][C:8]([O:9][CH3:10])=[C:3]([O:2][CH3:1])[CH:4]=3)[CH2:12][CH:13]=[CH:14][CH2:15]2)=[O:27])[CH2:19][CH2:20]1. The catalyst class is: 4. (7) Reactant: [Cl:1][C:2]1[CH:3]=[C:4]([C:8]2[O:9][N:10]=[C:11]3[CH:16]=[CH:15][C:14]([C:17]([C:25]4[CH:30]=[CH:29][C:28]([Cl:31])=[CH:27][CH:26]=4)([C:19]4[N:23]([CH3:24])[CH:22]=[N:21][CH:20]=4)O)=[CH:13][C:12]=23)[CH:5]=[CH:6][CH:7]=1.[OH-].[Na+]. Product: [NH2:10][C:11]1[CH:16]=[CH:15][C:14]([CH:17]([C:25]2[CH:26]=[CH:27][C:28]([Cl:31])=[CH:29][CH:30]=2)[C:19]2[N:23]([CH3:24])[CH:22]=[N:21][CH:20]=2)=[CH:13][C:12]=1[CH:8]([C:4]1[CH:5]=[CH:6][CH:7]=[C:2]([Cl:1])[CH:3]=1)[OH:9]. The catalyst class is: 90. (8) Reactant: [C:1]([O:8][CH2:9][CH3:10])(=[O:7])/[CH:2]=[CH:3]/[C:4]([O-:6])=O.[Cl:11][C:12]1[CH:20]=[C:19]2[C:15]([C:16]([NH2:21])=[N:17][NH:18]2)=[CH:14][CH:13]=1.Cl.CN(C)CCCN=C=NCC. Product: [Cl:11][C:12]1[CH:20]=[C:19]2[C:15]([C:16]([NH:21][C:4](=[O:6])/[CH:3]=[CH:2]/[C:1]([O:8][CH2:9][CH3:10])=[O:7])=[N:17][NH:18]2)=[CH:14][CH:13]=1. The catalyst class is: 4.